Predict the product of the given reaction. From a dataset of Forward reaction prediction with 1.9M reactions from USPTO patents (1976-2016). (1) Given the reactants [CH3:1][O:2][C:3]1[CH:8]=[CH:7][CH:6]=[CH:5][C:4]=1[C:9]1[N:10]=[C:11]2[CH:16]([CH2:17][CH2:18][S:19][C:20]([C:33]3[CH:38]=[CH:37][CH:36]=[CH:35][CH:34]=3)([C:27]3[CH:32]=[CH:31][CH:30]=[CH:29][CH:28]=3)[C:21]3[CH:26]=[CH:25][CH:24]=[CH:23][CH:22]=3)[NH:15][CH2:14][CH2:13][N:12]2[CH:39]=1.[NH:40]([C:66]([O:68][C:69]([CH3:72])([CH3:71])[CH3:70])=[O:67])[C@H:41]([C:63](O)=[O:64])[CH2:42][S:43][C:44]([C:57]1[CH:62]=[CH:61][CH:60]=[CH:59][CH:58]=1)([C:51]1[CH:56]=[CH:55][CH:54]=[CH:53][CH:52]=1)[C:45]1[CH:50]=[CH:49][CH:48]=[CH:47][CH:46]=1.CN1CCOCC1.C1C=NC2N(O)N=NC=2C=1.C(Cl)CCl, predict the reaction product. The product is: [CH3:71][C:69]([CH3:72])([O:68][C:66]([NH:40][CH:41]([CH2:42][S:43][C:44]([C:57]1[CH:62]=[CH:61][CH:60]=[CH:59][CH:58]=1)([C:51]1[CH:52]=[CH:53][CH:54]=[CH:55][CH:56]=1)[C:45]1[CH:46]=[CH:47][CH:48]=[CH:49][CH:50]=1)[C:63]([N:15]1[CH2:14][CH2:13][N:12]2[CH:39]=[C:9]([C:4]3[CH:5]=[CH:6][CH:7]=[CH:8][C:3]=3[O:2][CH3:1])[N:10]=[C:11]2[CH:16]1[CH2:17][CH2:18][S:19][C:20]([C:33]1[CH:34]=[CH:35][CH:36]=[CH:37][CH:38]=1)([C:27]1[CH:28]=[CH:29][CH:30]=[CH:31][CH:32]=1)[C:21]1[CH:26]=[CH:25][CH:24]=[CH:23][CH:22]=1)=[O:64])=[O:67])[CH3:70]. (2) Given the reactants FC(F)(F)C(O)=O.[I:8][C:9]1[C:17]2[C:12](=[N:13][CH:14]=[C:15]([NH2:18])[CH:16]=2)[N:11]([S:19]([C:22]2[CH:27]=[CH:26][CH:25]=[CH:24][CH:23]=2)(=[O:21])=[O:20])[CH:10]=1.C(N(CC)CC)C.[CH2:35]([N:37]=[C:38]=[O:39])[CH3:36], predict the reaction product. The product is: [CH2:35]([NH:37][C:38]([NH:18][C:15]1[CH:16]=[C:17]2[C:9]([I:8])=[CH:10][N:11]([S:19]([C:22]3[CH:27]=[CH:26][CH:25]=[CH:24][CH:23]=3)(=[O:21])=[O:20])[C:12]2=[N:13][CH:14]=1)=[O:39])[CH3:36]. (3) Given the reactants C([N:3](CC)CC)C.C1(P(N=[N+]=[N-])(C2C=CC=CC=2)=O)C=CC=CC=1.[O:25]=[C:26]1[N:34]([C@@H:35]([C:37]2[CH:42]=[CH:41][CH:40]=[CH:39][CH:38]=2)[CH3:36])[CH2:33][C@@:32]2(C(O)=O)[C@H:27]1[CH2:28][CH:29]=[CH:30][CH2:31]2, predict the reaction product. The product is: [NH2:3][C@:32]12[CH2:33][N:34]([C@@H:35]([C:37]3[CH:42]=[CH:41][CH:40]=[CH:39][CH:38]=3)[CH3:36])[C:26](=[O:25])[C@@H:27]1[CH2:28][CH:29]=[CH:30][CH2:31]2.